Dataset: CYP2C9 inhibition data for predicting drug metabolism from PubChem BioAssay. Task: Regression/Classification. Given a drug SMILES string, predict its absorption, distribution, metabolism, or excretion properties. Task type varies by dataset: regression for continuous measurements (e.g., permeability, clearance, half-life) or binary classification for categorical outcomes (e.g., BBB penetration, CYP inhibition). Dataset: cyp2c9_veith. (1) The drug is COc1ccc(C(C(=O)Nc2ccc(F)cc2)N(C(=O)Cn2nnc3ccccc32)C2CC2)cc1. The result is 1 (inhibitor). (2) The drug is O=C(Oc1ccc(S(=O)(=O)F)cc1F)c1ccccc1Cl. The result is 0 (non-inhibitor).